This data is from Experimentally validated miRNA-target interactions with 360,000+ pairs, plus equal number of negative samples. The task is: Binary Classification. Given a miRNA mature sequence and a target amino acid sequence, predict their likelihood of interaction. (1) The miRNA is hsa-miR-5006-5p with sequence UUGCCAGGGCAGGAGGUGGAA. The protein sequence of the target gene is MALRRGGCGALGLLLLLLGAACLIPRSAQVRRLARCPATCSCTKESIICVGSSWVPRIVPGDISSLSLVNGTFSEIKDRMFSHLPSLQLLLLNSNSFTIIRDDAFAGLFHLEYLFIEGNKIETISRNAFRGLRDLTHLSLANNHIKALPRDVFSDLDSLIELDLRGNKFECDCKAKWLYLWLKMTNSTVSDVLCIGPPEYQEKKLNDVTSFDYECTTTDFVVHQTLPYQSVSVDTFNSKNDVYVAIAQPSMENCMVLEWDHIEMNFRSYDNITGQSIVGCKAILIDDQVFVVVAQLFGGS.... Result: 0 (no interaction). (2) The miRNA is rno-miR-375-3p with sequence UUUGUUCGUUCGGCUCGCGUGA. The protein sequence of the target gene is MASDGASALPGPDMSMKPSAAPSPSPALPFLPPTSDPPDHPPREPPPQPIMPSVFSPDNPLMLSAFPSSLLVTGDGGPCLSGAGAGKVIVKVKTEGGSAEPSQTQNFILTQTALNSTAPGTPCGGLEGPAPPFVTASNVKTILPSKAVGVSQEGPPGLPPQPPPPVAQLVPIVPLEKAWPGPHGTTGEGGPVATLSKPSLGDRSKISKDVYENFRQWQRYKALARRHLSQSPDTEALSCFLIPVLRSLARLKPTMTLEEGLPLAVQEWEHTSNFDRMIFYEMAERFMEFEAEEMQIQNTQ.... Result: 0 (no interaction). (3) Result: 1 (interaction). The protein sequence of the target gene is MDVYPPRRQGLPRARSPGGSSRGSPSVSCSRLRQVQSILTQSSKSRPDGILCILGIDSRYNEGCRELANYLLFGLYNQNTSDFEKTGFSEEVLDDVIILIKSDSVHLYCNPVNFRYLLPYVAHWRNLHFHCMTENEYEDEEAAEEFKITSFVDMVRDCSRIGIPYSSQGHLQIFDMFVVEKWPIVQAFALEGIGGDGFFTMKYELQDVSLNLWNVYSKMDPMSLESLLSDDLVAFEHQWTSFFANFDTEIPFLLELSESQAGEPFRSYFSHGMISSHITENSPNRQPFVLFGNHSTRENL.... The miRNA is hsa-miR-6815-3p with sequence UGGCUUCUCUUGCACACCCAG.